Dataset: Forward reaction prediction with 1.9M reactions from USPTO patents (1976-2016). Task: Predict the product of the given reaction. (1) The product is: [CH3:8][C:5]1[CH:4]=[CH:3][C:2]([CH:9]=[CH2:10])=[CH:7][N:6]=1. Given the reactants Br[C:2]1[CH:3]=[CH:4][C:5]([CH3:8])=[N:6][CH:7]=1.[CH2:9](C([Sn])=C(CCCC)CCCC)[CH2:10]CC, predict the reaction product. (2) Given the reactants [Cl:1][C:2]1[CH:3]=[C:4]([C:12]2([C:27]([F:30])([F:29])[F:28])[O:16][N:15]=[C:14]([C:17]3[CH:25]=[CH:24][C:20]([C:21](O)=[O:22])=[C:19]([CH3:26])[CH:18]=3)[CH2:13]2)[CH:5]=[C:6]([C:8]([F:11])([F:10])[F:9])[CH:7]=1.CCN=C=NCCCN(C)C.C1C=CC2N(O)N=NC=2C=1.[NH:52]1[C:57](=[O:58])[CH2:56][NH:55][CH2:54][C:53]1=[O:59], predict the reaction product. The product is: [Cl:1][C:2]1[CH:3]=[C:4]([C:12]2([C:27]([F:28])([F:29])[F:30])[O:16][N:15]=[C:14]([C:17]3[CH:25]=[CH:24][C:20]([C:21]([N:55]4[CH2:56][C:57](=[O:58])[NH:52][C:53](=[O:59])[CH2:54]4)=[O:22])=[C:19]([CH3:26])[CH:18]=3)[CH2:13]2)[CH:5]=[C:6]([C:8]([F:9])([F:10])[F:11])[CH:7]=1. (3) Given the reactants [C:1]1([C:7]2[CH:8]=[C:9]([C:22]([NH2:24])=[O:23])[C:10]3[CH:11]=[N:12][N:13]([CH:16]4[CH2:21][CH2:20][NH:19][CH2:18][CH2:17]4)[C:14]=3[CH:15]=2)[CH:6]=[CH:5][CH:4]=[CH:3][CH:2]=1.C(N(CC)CC)C.[F:32][C:33]1[CH:38]=[CH:37][C:36]([S:39](Cl)(=[O:41])=[O:40])=[CH:35][CH:34]=1, predict the reaction product. The product is: [F:32][C:33]1[CH:38]=[CH:37][C:36]([S:39]([N:19]2[CH2:20][CH2:21][CH:16]([N:13]3[C:14]4[CH:15]=[C:7]([C:1]5[CH:2]=[CH:3][CH:4]=[CH:5][CH:6]=5)[CH:8]=[C:9]([C:22]([NH2:24])=[O:23])[C:10]=4[CH:11]=[N:12]3)[CH2:17][CH2:18]2)(=[O:41])=[O:40])=[CH:35][CH:34]=1. (4) Given the reactants [Si:1]([O:8][C@@H:9]([CH2:16][CH2:17][CH2:18][O:19][Si:20]([C:33]([CH3:36])([CH3:35])[CH3:34])([C:27]1[CH:32]=[CH:31][CH:30]=[CH:29][CH:28]=1)[C:21]1[CH:26]=[CH:25][CH:24]=[CH:23][CH:22]=1)[CH2:10][C:11](=[CH2:15])[C:12](=O)[CH3:13])([C:4]([CH3:7])([CH3:6])[CH3:5])([CH3:3])[CH3:2].C(N(CC)CC)C, predict the reaction product. The product is: [CH3:6][C:4]([CH3:7])([Si:1]([CH3:2])([CH3:3])[O:8][C@H:9]([CH2:10][C:11]([CH3:15])=[C:12]=[CH2:13])[CH2:16][CH2:17][CH2:18][O:19][Si:20]([C:21]1[CH:22]=[CH:23][CH:24]=[CH:25][CH:26]=1)([C:27]1[CH:32]=[CH:31][CH:30]=[CH:29][CH:28]=1)[C:33]([CH3:34])([CH3:35])[CH3:36])[CH3:5]. (5) The product is: [CH3:22][C@@H:21]1[CH2:20][C@H:19]([CH3:23])[CH2:18][CH2:17][C@H:16]1[C:14]([OH:15])=[O:26].[CH2:1]([C@@H:8]1[CH2:12][O:11][C:10](=[O:13])[N:9]1[C:14]([C@@H:16]1[CH2:17][CH2:18][C@@H:19]([CH3:23])[CH2:20][C@H:21]1[CH3:22])=[O:15])[C:2]1[CH:3]=[CH:4][CH:5]=[CH:6][CH:7]=1. Given the reactants [CH2:1]([C@@H:8]1[CH2:12][O:11][C:10](=[O:13])[N:9]1[C:14]([C@H:16]1[C@H:21]([CH3:22])[CH2:20][C:19]([CH3:23])=[CH:18][CH2:17]1)=[O:15])[C:2]1[CH:7]=[CH:6][CH:5]=[CH:4][CH:3]=1.CC[OH:26], predict the reaction product. (6) Given the reactants [CH3:1][C:2]1[CH:3]=[C:4]([CH:10]=[CH:11][CH:12]=1)[O:5][CH2:6][CH2:7][CH2:8][OH:9].CC(C)=[O:15].OS(O)(=O)=O.O=[Cr](=O)=O, predict the reaction product. The product is: [CH3:1][C:2]1[CH:3]=[C:4]([CH:10]=[CH:11][CH:12]=1)[O:5][CH2:6][CH2:7][C:8]([OH:15])=[O:9]. (7) Given the reactants [O:1]1[C:5]2[CH:6]=[CH:7][C:8]([CH2:10][N:11]3[C:20]([CH2:21][OH:22])=[C:19]([C:23]4[CH:28]=[CH:27][CH:26]=[CH:25][CH:24]=4)[C:18]4[C:13](=[CH:14][CH:15]=[C:16]([Br:29])[CH:17]=4)[C:12]3=[O:30])=[CH:9][C:4]=2[O:3][CH2:2]1.[CH3:31][O:32][C:33]1[CH:40]=[CH:39][C:36]([CH2:37]Br)=[CH:35][CH:34]=1, predict the reaction product. The product is: [O:1]1[C:5]2[CH:6]=[CH:7][C:8]([CH2:10][N:11]3[C:20]([CH2:21][O:22][CH2:37][C:36]4[CH:39]=[CH:40][C:33]([O:32][CH3:31])=[CH:34][CH:35]=4)=[C:19]([C:23]4[CH:28]=[CH:27][CH:26]=[CH:25][CH:24]=4)[C:18]4[C:13](=[CH:14][CH:15]=[C:16]([Br:29])[CH:17]=4)[C:12]3=[O:30])=[CH:9][C:4]=2[O:3][CH2:2]1. (8) Given the reactants [CH3:1][N:2]1[CH2:7][CH2:6][N:5]([C:8]2[CH:13]=[CH:12][C:11]([NH:14][C:15]3[N:24]=[CH:23][C:22]4[CH2:21][C:20]([CH3:26])([CH3:25])[C:19]5[C:27]([C:31]([O:33]CC)=[O:32])=[N:28][N:29]([CH3:30])[C:18]=5[C:17]=4[N:16]=3)=[CH:10][CH:9]=2)[CH2:4][CH2:3]1.[OH-].[K+:37], predict the reaction product. The product is: [K+:37].[CH3:1][N:2]1[CH2:3][CH2:4][N:5]([C:8]2[CH:9]=[CH:10][C:11]([NH:14][C:15]3[N:24]=[CH:23][C:22]4[CH2:21][C:20]([CH3:26])([CH3:25])[C:19]5[C:27]([C:31]([O-:33])=[O:32])=[N:28][N:29]([CH3:30])[C:18]=5[C:17]=4[N:16]=3)=[CH:12][CH:13]=2)[CH2:6][CH2:7]1. (9) Given the reactants Cl[C:2]1[C:11]2[C:6](=[CH:7][CH:8]=[CH:9][CH:10]=2)[N:5]=[C:4]([C:12]2[CH:17]=[CH:16][CH:15]=[CH:14][CH:13]=2)[N:3]=1.[Cl-].[Al+3].[Cl-].[Cl-].[C:22]1([OH:29])[CH:27]=[CH:26][CH:25]=[C:24]([OH:28])[CH:23]=1.O, predict the reaction product. The product is: [C:12]1([C:4]2[N:3]=[C:2]([C:27]3[CH:26]=[CH:25][C:24]([OH:28])=[CH:23][C:22]=3[OH:29])[C:11]3[C:6](=[CH:7][CH:8]=[CH:9][CH:10]=3)[N:5]=2)[CH:17]=[CH:16][CH:15]=[CH:14][CH:13]=1. (10) Given the reactants [C:1]([O:5][C:6](=[O:15])[NH:7][C:8]1[CH:13]=[CH:12][C:11]([F:14])=[CH:10][CH:9]=1)([CH3:4])([CH3:3])[CH3:2].Br[C:17]1[S:18][CH:19]=[C:20]([Br:22])[N:21]=1.CC([O-])=O.[K+], predict the reaction product. The product is: [C:1]([O:5][C:6](=[O:15])[N:7]([C:17]1[S:18][CH:19]=[C:20]([Br:22])[N:21]=1)[C:8]1[CH:9]=[CH:10][C:11]([F:14])=[CH:12][CH:13]=1)([CH3:4])([CH3:2])[CH3:3].